From a dataset of Forward reaction prediction with 1.9M reactions from USPTO patents (1976-2016). Predict the product of the given reaction. Given the reactants C(=O)([O-])[O-].[K+].[K+].[CH2:7]([O:14][C:15]1[CH:16]=[C:17]([CH:30]=[C:31]([O:33][CH2:34][C:35]2[CH:40]=[CH:39][CH:38]=[CH:37][CH:36]=2)[CH:32]=1)[C:18]1[O:19][C:20]2[C:25]([C:26](=[O:28])[CH:27]=1)=[CH:24][CH:23]=[C:22]([OH:29])[CH:21]=2)[C:8]1[CH:13]=[CH:12][CH:11]=[CH:10][CH:9]=1.[Br:41][CH:42](Br)[CH3:43], predict the reaction product. The product is: [Br:41][CH2:42][CH2:43][O:29][C:22]1[CH:21]=[C:20]2[C:25]([C:26](=[O:28])[CH:27]=[C:18]([C:17]3[CH:16]=[C:15]([O:14][CH2:7][C:8]4[CH:9]=[CH:10][CH:11]=[CH:12][CH:13]=4)[CH:32]=[C:31]([O:33][CH2:34][C:35]4[CH:40]=[CH:39][CH:38]=[CH:37][CH:36]=4)[CH:30]=3)[O:19]2)=[CH:24][CH:23]=1.